This data is from Catalyst prediction with 721,799 reactions and 888 catalyst types from USPTO. The task is: Predict which catalyst facilitates the given reaction. (1) Reactant: [NH2:1][C:2]1[N:10]=[CH:9][CH:8]=[CH:7][C:3]=1[C:4]([OH:6])=O.ON1C2C=CC=CC=2N=N1.CCN=C=NCCCN(C)C.[CH3:32][C:33]1[CH:47]=[C:46]([CH3:48])[CH:45]=[C:44]([CH3:49])[C:34]=1[O:35][C:36]1[CH:43]=[CH:42][C:39]([CH2:40][NH2:41])=[CH:38][CH:37]=1.C(=O)(O)[O-].[Na+]. Product: [CH3:32][C:33]1[CH:47]=[C:46]([CH3:48])[CH:45]=[C:44]([CH3:49])[C:34]=1[O:35][C:36]1[CH:43]=[CH:42][C:39]([CH2:40][NH:41][C:4](=[O:6])[C:3]2[CH:7]=[CH:8][CH:9]=[N:10][C:2]=2[NH2:1])=[CH:38][CH:37]=1. The catalyst class is: 3. (2) Reactant: [CH2:1]([O:3][C:4](=[O:24])[C:5]1[CH:10]=[C:9]([F:11])[C:8]([CH:12](C(OC(C)(C)C)=O)[C:13]#[N:14])=[C:7]([CH3:22])[C:6]=1[F:23])[CH3:2].C1(C)C=CC(S(O)(=O)=O)=CC=1. Product: [CH2:1]([O:3][C:4](=[O:24])[C:5]1[CH:10]=[C:9]([F:11])[C:8]([CH2:12][C:13]#[N:14])=[C:7]([CH3:22])[C:6]=1[F:23])[CH3:2]. The catalyst class is: 11. (3) Reactant: C1C=CC(N([S:8]([C:11]([F:14])([F:13])[F:12])(=[O:10])=[O:9])[S:8]([C:11]([F:14])([F:13])[F:12])(=[O:10])=[O:9])=CC=1.CN(C)C=O.[CH3:27][N:28]1[C:32]([C:33]2[CH:38]=[CH:37][C:36]([OH:39])=[CH:35][CH:34]=2)=[CH:31][CH:30]=[N:29]1.C(N(CC)CC)C. Product: [F:12][C:11]([F:14])([F:13])[S:8]([O:39][C:36]1[CH:37]=[CH:38][C:33]([C:32]2[N:28]([CH3:27])[N:29]=[CH:30][CH:31]=2)=[CH:34][CH:35]=1)(=[O:10])=[O:9]. The catalyst class is: 6. (4) Reactant: Br[C:2]1[CH:3]=[N:4][C:5]([N:8]2[CH2:13][CH2:12][CH:11]([O:14][C:15]3[CH:20]=[CH:19][N:18]([C:21]4[CH:26]=[CH:25][C:24]([S:27]([CH3:30])(=[O:29])=[O:28])=[CH:23][CH:22]=4)[C:17](=[O:31])[CH:16]=3)[CH2:10][CH2:9]2)=[N:6][CH:7]=1.C(=O)([O-])[O-].[K+].[K+].[CH2:38]=[C:39](B(O)O)[CH3:40]. Product: [CH3:30][S:27]([C:24]1[CH:25]=[CH:26][C:21]([N:18]2[CH:19]=[CH:20][C:15]([O:14][CH:11]3[CH2:12][CH2:13][N:8]([C:5]4[N:4]=[CH:3][C:2]([C:39]([CH3:40])=[CH2:38])=[CH:7][N:6]=4)[CH2:9][CH2:10]3)=[CH:16][C:17]2=[O:31])=[CH:22][CH:23]=1)(=[O:29])=[O:28]. The catalyst class is: 18. (5) Reactant: [Cl:1][C:2]1[C:3]([CH3:25])=[N:4][S:5][C:6]=1[NH:7][C:8](=[O:24])[CH2:9][C:10]1[CH:11]=[CH:12][C:13]2[O:17][C:16]([CH2:18][C:19]([CH3:22])([CH3:21])[CH3:20])=[N:15][C:14]=2[CH:23]=1.CO[CH:28](OC)[N:29]([CH3:31])[CH3:30].CN(C)C=O. Product: [Cl:1][C:2]1[C:3]([CH3:25])=[N:4][S:5][C:6]=1[NH:7][C:8](=[O:24])[C:9]([C:10]1[CH:11]=[CH:12][C:13]2[O:17][C:16]([CH2:18][C:19]([CH3:21])([CH3:22])[CH3:20])=[N:15][C:14]=2[CH:23]=1)=[CH:28][N:29]([CH3:31])[CH3:30]. The catalyst class is: 11.